Dataset: Peptide-MHC class II binding affinity with 134,281 pairs from IEDB. Task: Regression. Given a peptide amino acid sequence and an MHC pseudo amino acid sequence, predict their binding affinity value. This is MHC class II binding data. (1) The peptide sequence is IDQHVKLACSLPHGRL. The MHC is DRB1_0401 with pseudo-sequence DRB1_0401. The binding affinity (normalized) is 0.546. (2) The binding affinity (normalized) is 0.202. The peptide sequence is LLSERFINYCIGVIF. The MHC is DRB1_0101 with pseudo-sequence DRB1_0101.